Predict the reactants needed to synthesize the given product. From a dataset of Full USPTO retrosynthesis dataset with 1.9M reactions from patents (1976-2016). (1) Given the product [NH2:41][C:42]1[CH:47]=[CH:46][C:45]([NH:48][C:49]([C@H:50]([C:51]2[CH:52]=[CH:53][CH:54]=[CH:55][CH:56]=2)[NH:57][C:3](=[O:13])[C:4]2[CH:5]=[CH:6][C:7]([C:8]([OH:10])=[O:9])=[CH:11][CH:12]=2)=[O:58])=[CH:44][CH:43]=1, predict the reactants needed to synthesize it. The reactants are: CO[C:3](=[O:13])[C:4]1[CH:12]=[CH:11][C:7]([C:8]([OH:10])=[O:9])=[CH:6][CH:5]=1.CCN=C=NCCCN(C)C.C1C=CC2N(O)N=NC=2C=1.C(OC(=O)[NH:41][C:42]1[CH:47]=[CH:46][C:45]([NH:48][C:49](=[O:58])[C@@H:50]([NH2:57])[C:51]2[CH:56]=[CH:55][CH:54]=[CH:53][CH:52]=2)=[CH:44][CH:43]=1)(C)(C)C.C(O)(C(F)(F)F)=O.[OH-].[K+]. (2) Given the product [CH2:1]([N:8]1[CH2:13][CH2:12][C:11]2([O:14][CH2:20][CH2:19][N:15]2[CH2:16][CH2:17][OH:18])[CH2:10][CH2:9]1)[C:2]1[CH:3]=[CH:4][CH:5]=[CH:6][CH:7]=1, predict the reactants needed to synthesize it. The reactants are: [CH2:1]([N:8]1[CH2:13][CH2:12][C:11](=[O:14])[CH2:10][CH2:9]1)[C:2]1[CH:7]=[CH:6][CH:5]=[CH:4][CH:3]=1.[NH:15]([CH2:19][CH2:20]O)[CH2:16][CH2:17][OH:18].C1(C)C=CC=CC=1.